From a dataset of Forward reaction prediction with 1.9M reactions from USPTO patents (1976-2016). Predict the product of the given reaction. (1) Given the reactants [Cl:1][C:2]1[CH:8]=[CH:7][C:5]([NH2:6])=[CH:4][CH:3]=1.[Cl:9][CH2:10][C:11](Cl)=[O:12], predict the reaction product. The product is: [Cl:9][CH2:10][C:11]([NH:6][C:5]1[CH:7]=[CH:8][C:2]([Cl:1])=[CH:3][CH:4]=1)=[O:12]. (2) The product is: [CH3:16][N:15]([CH2:14][C:11]1[CH:12]=[CH:13][C:8]([O:7][CH:5]2[CH2:6][N:3]([C:31]([C:29]3[O:30][C:26]([C:20]4[CH:21]=[CH:22][CH:23]=[CH:24][CH:25]=4)=[N:27][N:28]=3)=[O:32])[CH2:4]2)=[C:9]([F:19])[C:10]=1[F:18])[CH3:17]. Given the reactants Cl.Cl.[NH:3]1[CH2:6][CH:5]([O:7][C:8]2[CH:13]=[CH:12][C:11]([CH2:14][N:15]([CH3:17])[CH3:16])=[C:10]([F:18])[C:9]=2[F:19])[CH2:4]1.[C:20]1([C:26]2[O:30][C:29]([C:31](OCC)=[O:32])=[N:28][N:27]=2)[CH:25]=[CH:24][CH:23]=[CH:22][CH:21]=1, predict the reaction product. (3) Given the reactants [CH3:1][P:2]([CH3:10])[C:3]1[CH:8]=[CH:7][C:6]([CH3:9])=[CH:5][CH:4]=1.[OH:11]O, predict the reaction product. The product is: [CH3:1][P:2]([CH3:10])([C:3]1[CH:8]=[CH:7][C:6]([CH3:9])=[CH:5][CH:4]=1)=[O:11]. (4) Given the reactants N12CCCN=C1CCCCC2.Cl.[NH2:13][CH2:14][C:15]1[CH:23]=[CH:22][CH:21]=[C:20]2[C:16]=1[CH2:17][N:18]([CH:25]1[CH2:30][CH2:29][C:28](=[O:31])[NH:27][C:26]1=[O:32])[C:19]2=[O:24].[O:33]1[CH:37]=[CH:36][CH:35]=[C:34]1[C:38](Cl)=[O:39], predict the reaction product. The product is: [O:32]=[C:26]1[CH:25]([N:18]2[CH2:17][C:16]3[C:20](=[CH:21][CH:22]=[CH:23][C:15]=3[CH2:14][NH:13][C:38]([C:34]3[O:33][CH:37]=[CH:36][CH:35]=3)=[O:39])[C:19]2=[O:24])[CH2:30][CH2:29][C:28](=[O:31])[NH:27]1. (5) Given the reactants [CH3:1][O:2][C:3]1[CH:20]=[CH:19][CH:18]=[C:17]([CH3:21])[C:4]=1[CH2:5][C:6]1[CH:16]=[CH:15][CH:14]=[C:8]2[C:9]([NH:11][C:12](=[O:13])[C:7]=12)=[O:10].[Br:22]N1C(=O)CCC1=O.C(OOC(=O)C1C=CC=CC=1)(=O)C1C=CC=CC=1, predict the reaction product. The product is: [Br:22][CH2:21][C:17]1[C:4]([CH2:5][C:6]2[CH:16]=[CH:15][CH:14]=[C:8]3[C:9]([NH:11][C:12](=[O:13])[C:7]=23)=[O:10])=[C:3]([O:2][CH3:1])[CH:20]=[CH:19][CH:18]=1. (6) Given the reactants [CH3:1][C:2]1[O:6][N:5]=[C:4]([C:7]2[CH:12]=[CH:11][CH:10]=[CH:9][C:8]=2[C:13]([F:16])([F:15])[F:14])[C:3]=1[C:17]([OH:19])=O.Cl.C(N=C=NCCCN(C)C)C.[CH3:32][O:33][C:34]1[CH:35]=[C:36]([N:40]2[CH2:45][CH2:44][NH:43][CH2:42][CH2:41]2)[CH:37]=[CH:38][CH:39]=1, predict the reaction product. The product is: [CH3:32][O:33][C:34]1[CH:35]=[C:36]([N:40]2[CH2:45][CH2:44][N:43]([C:17]([C:3]3[C:4]([C:7]4[CH:12]=[CH:11][CH:10]=[CH:9][C:8]=4[C:13]([F:14])([F:15])[F:16])=[N:5][O:6][C:2]=3[CH3:1])=[O:19])[CH2:42][CH2:41]2)[CH:37]=[CH:38][CH:39]=1. (7) The product is: [F:13][C:14]1[CH:19]=[CH:18][C:17]([CH:20]([C:24]2[CH:25]=[CH:26][C:27]([F:30])=[CH:28][CH:29]=2)[N:21]([O:22][CH3:23])[C:8](=[O:9])[CH:7]=[C:5]2[C:4](=[O:11])[O:3][C:2]([CH3:12])([CH3:1])[O:6]2)=[CH:16][CH:15]=1. Given the reactants [CH3:1][C:2]1([CH3:12])[O:6][C:5](=[CH:7][C:8](Cl)=[O:9])[C:4](=[O:11])[O:3]1.[F:13][C:14]1[CH:19]=[CH:18][C:17]([CH:20]([C:24]2[CH:29]=[CH:28][C:27]([F:30])=[CH:26][CH:25]=2)[NH:21][O:22][CH3:23])=[CH:16][CH:15]=1, predict the reaction product.